Task: Regression/Classification. Given a drug SMILES string, predict its toxicity properties. Task type varies by dataset: regression for continuous values (e.g., LD50, hERG inhibition percentage) or binary classification for toxic/non-toxic outcomes (e.g., AMES mutagenicity, cardiotoxicity, hepatotoxicity). Dataset: ames.. Dataset: Ames mutagenicity test results for genotoxicity prediction (1) The molecule is CC(=O)Nc1ccc(S(=O)(=O)Cl)cc1. The result is 0 (non-mutagenic). (2) The compound is CN1CCN(c2cc3c(cc2F)n2c(=O)[nH]c(=O)cc2n3C2CC2)CC1. The result is 1 (mutagenic). (3) The molecule is COc1cc(C)cc2c(O)c(-c3c(C)cc4c(O)ccc(O)c4c3OC)cc(O)c12. The result is 0 (non-mutagenic). (4) The drug is Nc1ccc(S(=O)(=O)Nc2nccs2)cc1. The result is 0 (non-mutagenic). (5) The molecule is Nc1ccc(Oc2ccc(N)c(Cl)c2)cc1Cl. The result is 1 (mutagenic). (6) The compound is Cn1cnc(-c2ccccc2)c1[N+](=O)[O-]. The result is 1 (mutagenic). (7) The compound is N=C1C=CC(=C(c2ccc(N)cc2)c2ccc(N)cc2)C=C1. The result is 1 (mutagenic). (8) The molecule is Cc1ccc2nc3c(ccc4ccccc43)c(CO)c2c1. The result is 1 (mutagenic). (9) The molecule is Cc1cccc2ncccc12. The result is 1 (mutagenic). (10) The drug is CCOC(=O)C1OC1C(=O)NC(CC(C)C)C(=O)NCCC(C)C. The result is 0 (non-mutagenic).